This data is from Reaction yield outcomes from USPTO patents with 853,638 reactions. The task is: Predict the reaction yield, written as a fraction of the theoretical maximum amount of product (1.0 means a 100% yield; for example, 0.34 means a 34% yield). (1) The reactants are [O:1]1[C:5]2[CH:6]=[CH:7][C:8]([CH:10]=[O:11])=[CH:9][C:4]=2[O:3][CH2:2]1.C(=O)([O-])[O-].[K+].[K+].[N+:18]([CH2:20]S(C1C=CC(C)=CC=1)(=O)=O)#[C-:19]. The catalyst is CO. The product is [O:1]1[C:5]2[CH:6]=[CH:7][C:8]([C:10]3[O:11][CH:20]=[N:18][CH:19]=3)=[CH:9][C:4]=2[O:3][CH2:2]1. The yield is 0.820. (2) The reactants are [CH3:1][O:2][C:3]1[CH:8]=[C:7]([C:9]([F:12])([F:11])[F:10])[CH:6]=[C:5](I)[CH:4]=1.C(=O)([O-])[O-].[Cs+].[Cs+].CCOC([CH:25]1[C:30](=[O:31])[CH2:29][CH2:28][CH2:27][CH2:26]1)=O.C1(O)C=CC=CC=1. The catalyst is CS(C)=O.O. The product is [CH3:1][O:2][C:3]1[CH:8]=[C:7]([C:9]([F:12])([F:11])[F:10])[CH:6]=[C:5]([O:31][C:30]2[CH:25]=[CH:26][CH:27]=[CH:28][CH:29]=2)[CH:4]=1. The yield is 0.890. (3) The reactants are [CH:1]([N:4]1[C:8]([C:9]2[N:18]=[C:17]3[N:11]([CH2:12][CH2:13][O:14][C:15]4[CH:22]=[C:21]([CH:23]5[CH2:28][CH2:27][N:26]([C:29]([CH3:33])([CH3:32])[C:30]#[N:31])[CH2:25][CH2:24]5)[CH:20]=[CH:19][C:16]=43)[CH:10]=2)=[N:7][C:6]([CH3:34])=[N:5]1)([CH3:3])[CH3:2].S(=O)(=O)(O)[OH:36]. The catalyst is C(=O)([O-])[O-].[Na+].[Na+]. The product is [CH:1]([N:4]1[C:8]([C:9]2[N:18]=[C:17]3[C:16]4[CH:19]=[CH:20][C:21]([CH:23]5[CH2:28][CH2:27][N:26]([C:29]([CH3:32])([CH3:33])[C:30]([NH2:31])=[O:36])[CH2:25][CH2:24]5)=[CH:22][C:15]=4[O:14][CH2:13][CH2:12][N:11]3[CH:10]=2)=[N:7][C:6]([CH3:34])=[N:5]1)([CH3:3])[CH3:2]. The yield is 0.0900. (4) The reactants are [CH3:1][O:2][C:3]([CH:5]1[C:10](=[O:11])[N:9]([CH2:12][C:13]2[CH:18]=[CH:17][CH:16]=[CH:15][CH:14]=2)[C:8]([CH:19]([NH:23][C:24]([O:26][C:27]([CH3:30])([CH3:29])[CH3:28])=[O:25])[CH:20]([CH3:22])[CH3:21])=[N:7][CH:6]1[CH3:31])=[O:4].C([O-])([O-])=O.[K+].[K+].C(OOC(=O)C1C=CC=CC=1)(=O)C1C=CC=CC=1.CCOC(C)=O. The catalyst is C(Cl)(Cl)(Cl)Cl.CCCCCC. The product is [CH3:1][O:2][C:3]([C:5]1[C:10](=[O:11])[N:9]([CH2:12][C:13]2[CH:14]=[CH:15][CH:16]=[CH:17][CH:18]=2)[C:8]([CH:19]([NH:23][C:24]([O:26][C:27]([CH3:28])([CH3:30])[CH3:29])=[O:25])[CH:20]([CH3:22])[CH3:21])=[N:7][C:6]=1[CH3:31])=[O:4]. The yield is 0.400. (5) The yield is 0.910. The catalyst is ClCCl.C(#N)C. The reactants are [F:1][C:2]([F:42])([F:41])[C@H:3]([N:28]1[CH2:32][CH2:31][C@H:30]([NH:33]C(=O)OC(C)(C)C)[CH2:29]1)[C:4]1[CH:5]=[CH:6][C:7]2[N:8]([C:10]([C:13]3[CH:22]=[CH:21][C:20]4[C:15](=[CH:16][C:17]([O:23][CH2:24][CH2:25][O:26][CH3:27])=[CH:18][CH:19]=4)[N:14]=3)=[N:11][N:12]=2)[CH:9]=1.[ClH:43]. The product is [ClH:43].[ClH:43].[F:41][C:2]([F:1])([F:42])[C@H:3]([N:28]1[CH2:32][CH2:31][C@H:30]([NH2:33])[CH2:29]1)[C:4]1[CH:5]=[CH:6][C:7]2[N:8]([C:10]([C:13]3[CH:22]=[CH:21][C:20]4[C:15](=[CH:16][C:17]([O:23][CH2:24][CH2:25][O:26][CH3:27])=[CH:18][CH:19]=4)[N:14]=3)=[N:11][N:12]=2)[CH:9]=1.